From a dataset of Full USPTO retrosynthesis dataset with 1.9M reactions from patents (1976-2016). Predict the reactants needed to synthesize the given product. (1) Given the product [Cl:26][C:27]1[CH:33]=[CH:32][C:30]([NH:31][C:16]2[N:17]=[CH:18][C:13]3[CH:12]=[C:11]([S:8]([C:5]4[CH:6]=[CH:7][C:2]([Cl:1])=[CH:3][CH:4]=4)(=[O:10])=[O:9])[C:23](=[O:24])[N:22]([CH3:25])[C:14]=3[N:15]=2)=[CH:29][CH:28]=1, predict the reactants needed to synthesize it. The reactants are: [Cl:1][C:2]1[CH:7]=[CH:6][C:5]([S:8]([C:11]2[C:23](=[O:24])[N:22]([CH3:25])[C:14]3[N:15]=[C:16](S(C)=O)[N:17]=[CH:18][C:13]=3[CH:12]=2)(=[O:10])=[O:9])=[CH:4][CH:3]=1.[Cl:26][C:27]1[CH:33]=[CH:32][C:30]([NH2:31])=[CH:29][CH:28]=1. (2) Given the product [S:34]1[C:30]2[CH:29]=[CH:28][C:27]([N:26]([CH3:25])[C:45](=[O:47])[C@@H:44]([NH:43][C:41](=[O:42])[O:40][C:36]([CH3:37])([CH3:38])[CH3:39])[CH2:48][C:49]3[CH:54]=[C:53]([F:55])[CH:52]=[C:51]([F:56])[CH:50]=3)=[CH:35][C:31]=2[N:32]=[CH:33]1, predict the reactants needed to synthesize it. The reactants are: CN(C(ON1N=NC2C=CC=NC1=2)=[N+](C)C)C.F[P-](F)(F)(F)(F)F.[CH3:25][NH:26][C:27]1[CH:28]=[CH:29][C:30]2[S:34][CH:33]=[N:32][C:31]=2[CH:35]=1.[C:36]([O:40][C:41]([NH:43][C@@H:44]([CH2:48][C:49]1[CH:54]=[C:53]([F:55])[CH:52]=[C:51]([F:56])[CH:50]=1)[C:45]([OH:47])=O)=[O:42])([CH3:39])([CH3:38])[CH3:37].CCN(C(C)C)C(C)C. (3) Given the product [Cl:8][C:9]1[C:13]([Cl:14])=[C:12]([CH3:15])[NH:11][C:10]=1[C:16]([NH:18][CH:19]1[CH2:24][CH2:23][N:22]([C:29]2[S:30][C:31]([C:41]([O:43][CH2:44][CH:45]=[CH2:46])=[O:42])=[C:32]([C:34]([NH:36][CH2:37][CH2:38][O:39][CH3:40])=[O:35])[N:33]=2)[CH2:21]/[C:20]/1=[N:25]\[O:26][CH3:27])=[O:17], predict the reactants needed to synthesize it. The reactants are: FC(F)(F)C(O)=O.[Cl:8][C:9]1[C:13]([Cl:14])=[C:12]([CH3:15])[NH:11][C:10]=1[C:16]([NH:18][CH:19]1[CH2:24][CH2:23][NH:22][CH2:21]/[C:20]/1=[N:25]\[O:26][CH3:27])=[O:17].Cl[C:29]1[S:30][C:31]([C:41]([O:43][CH2:44][CH:45]=[CH2:46])=[O:42])=[C:32]([C:34]([NH:36][CH2:37][CH2:38][O:39][CH3:40])=[O:35])[N:33]=1.C([O-])(O)=O.[Na+].Cl. (4) Given the product [NH2:1][C:2]1[CH:7]=[CH:6][CH:5]=[CH:4][C:3]=1[NH:8][C:9]([C:11]1[S:19][C:14]2[CH2:15][N:16]([C:37]([NH:38][C:39]3[CH:40]=[N:41][CH:42]=[CH:43][CH:44]=3)=[O:36])[CH2:17][CH2:18][C:13]=2[CH:12]=1)=[O:10], predict the reactants needed to synthesize it. The reactants are: [NH2:1][C:2]1[CH:7]=[CH:6][CH:5]=[CH:4][C:3]=1[NH:8][C:9]([C:11]1[S:19][C:14]2[CH2:15][NH:16][CH2:17][CH2:18][C:13]=2[CH:12]=1)=[O:10].CCN(CC)CC.[N+](C1C=CC([O:36][C:37](=O)[NH:38][C:39]2[CH:40]=[N:41][CH:42]=[CH:43][CH:44]=2)=CC=1)([O-])=O. (5) Given the product [N:27]1[CH:32]=[CH:31][CH:30]=[C:29]([C:2]2[CH:7]=[CH:6][C:5]([NH:8][S:9]([C:12]3[S:16][C:15]4[CH:17]=[CH:18][C:19]([F:21])=[CH:20][C:14]=4[C:13]=3[CH3:22])(=[O:10])=[O:11])=[C:4]([C:23]([F:26])([F:24])[F:25])[CH:3]=2)[CH:28]=1, predict the reactants needed to synthesize it. The reactants are: Br[C:2]1[CH:7]=[CH:6][C:5]([NH:8][S:9]([C:12]2[S:16][C:15]3[CH:17]=[CH:18][C:19]([F:21])=[CH:20][C:14]=3[C:13]=2[CH3:22])(=[O:11])=[O:10])=[C:4]([C:23]([F:26])([F:25])[F:24])[CH:3]=1.[N:27]1[CH:32]=[CH:31][CH:30]=[C:29](B(O)O)[CH:28]=1. (6) Given the product [ClH:1].[Cl:1][C:2]1[C:3]([F:27])=[C:4]([C@@H:8]([NH:11][C:12]([C@@H:14]2[CH2:18][C@@H:17]([F:19])[CH2:16][NH:15]2)=[O:13])[CH2:9][OH:10])[CH:5]=[CH:6][CH:7]=1, predict the reactants needed to synthesize it. The reactants are: [Cl:1][C:2]1[C:3]([F:27])=[C:4]([C@@H:8]([NH:11][C:12]([C@@H:14]2[CH2:18][C@@H:17]([F:19])[CH2:16][N:15]2C(OC(C)(C)C)=O)=[O:13])[CH2:9][OH:10])[CH:5]=[CH:6][CH:7]=1. (7) Given the product [C:1]([CH:3]([NH2:23])[C@@H:4]([CH3:22])[C@@H:5]([O:14][CH2:15][C:16]1[CH:21]=[CH:20][CH:19]=[CH:18][CH:17]=1)[CH2:6][CH2:7][C:8]1[CH:9]=[CH:10][CH:11]=[CH:12][CH:13]=1)#[N:2], predict the reactants needed to synthesize it. The reactants are: [C:1]([C@@H:3]([NH2:23])[C@@H:4]([CH3:22])[C@@H:5]([O:14][CH2:15][C:16]1[CH:21]=[CH:20][CH:19]=[CH:18][CH:17]=1)[CH2:6][CH2:7][C:8]1[CH:13]=[CH:12][CH:11]=[CH:10][CH:9]=1)#[N:2]. (8) Given the product [OH:27][CH:26]([C:7]1[C:8]([C:20]2[CH:25]=[CH:24][CH:23]=[CH:22][CH:21]=2)=[N:9][N:10]2[C:15]([Si:16]([CH3:19])([CH3:18])[CH3:17])=[CH:14][CH:13]=[CH:12][C:11]=12)[C:28]1[N:33]=[C:32]([C:34]([O:36][CH3:37])=[O:35])[CH:31]=[CH:30][CH:29]=1, predict the reactants needed to synthesize it. The reactants are: C([Li])CCC.Br[C:7]1[C:8]([C:20]2[CH:25]=[CH:24][CH:23]=[CH:22][CH:21]=2)=[N:9][N:10]2[C:15]([Si:16]([CH3:19])([CH3:18])[CH3:17])=[CH:14][CH:13]=[CH:12][C:11]=12.[CH:26]([C:28]1[N:33]=[C:32]([C:34]([O:36][CH3:37])=[O:35])[CH:31]=[CH:30][CH:29]=1)=[O:27].[Cl-].[NH4+]. (9) Given the product [CH:1]([S:4]([C:5]1[C:6]([CH2:11][NH:12][C:13](=[O:19])[O:14][C:15]([CH3:17])([CH3:16])[CH3:18])=[N:7][CH:8]=[CH:9][CH:10]=1)(=[O:21])=[O:37])([CH3:3])[CH3:2], predict the reactants needed to synthesize it. The reactants are: [CH:1]([S:4][C:5]1[C:6]([CH2:11][NH:12][C:13](=[O:19])[O:14][C:15]([CH3:18])([CH3:17])[CH3:16])=[N:7][CH:8]=[CH:9][CH:10]=1)([CH3:3])[CH3:2].S(N1C=CN=C1)(C1C=CC(C)=CC=1)(=O)=[O:21].OO.[OH-:37].[Na+].